This data is from Forward reaction prediction with 1.9M reactions from USPTO patents (1976-2016). The task is: Predict the product of the given reaction. (1) Given the reactants Br[C:2]1[CH:7]=[CH:6][C:5]([OH:8])=[C:4]([F:9])[CH:3]=1.C([Li])CCC.Cl[Si:16]([CH3:19])([CH3:18])[CH3:17].Cl.[F-].C([N+](CCCC)(CCCC)CCCC)CCC, predict the reaction product. The product is: [F:9][C:4]1[CH:3]=[C:2]([Si:16]([CH3:19])([CH3:18])[CH3:17])[CH:7]=[CH:6][C:5]=1[OH:8]. (2) Given the reactants [Br:1][C:2]1[CH:3]=[CH:4][C:5]2[NH:11][C:10](=[O:12])[CH2:9][C:8](=[CH:13]N(C)C)[C:7](=O)[C:6]=2[CH:18]=1.Cl.[CH3:20][O:21][C:22]1[CH:27]=[CH:26][C:25]([CH2:28][C:29]([NH2:31])=[NH:30])=[CH:24][CH:23]=1, predict the reaction product. The product is: [Br:1][C:2]1[CH:3]=[CH:4][C:5]2[NH:11][C:10](=[O:12])[CH2:9][C:8]3[CH:13]=[N:30][C:29]([CH2:28][C:25]4[CH:24]=[CH:23][C:22]([O:21][CH3:20])=[CH:27][CH:26]=4)=[N:31][C:7]=3[C:6]=2[CH:18]=1. (3) Given the reactants [Cl:1][C:2]1[N:3](C)[CH2:4][C:5](=[CH:9][CH:10]=1)[C:6](Cl)=[O:7].CN.[CH2:14]([N:16](CC)CC)C, predict the reaction product. The product is: [Cl:1][C:2]1[CH:10]=[CH:9][C:5]([C:6]([NH:16][CH3:14])=[O:7])=[CH:4][N:3]=1. (4) The product is: [ClH:45].[C:33]([C:30]1[CH:29]=[CH:28][C:27]([CH2:26][CH:15]([NH:16][S:17]([C:20]2[CH:25]=[CH:24][CH:23]=[CH:22][N:21]=2)(=[O:18])=[O:19])[C:11]2[N:10]=[C:9]([NH:8][CH2:37][C:38]([OH:40])=[O:39])[CH:14]=[CH:13][CH:12]=2)=[CH:32][CH:31]=1)([CH3:36])([CH3:34])[CH3:35]. Given the reactants C(OC([N:8]([CH2:37][C:38]([O:40]C(C)(C)C)=[O:39])[C:9]1[CH:14]=[CH:13][CH:12]=[C:11]([CH:15]([CH2:26][C:27]2[CH:32]=[CH:31][C:30]([C:33]([CH3:36])([CH3:35])[CH3:34])=[CH:29][CH:28]=2)[NH:16][S:17]([C:20]2[CH:25]=[CH:24][CH:23]=[CH:22][N:21]=2)(=[O:19])=[O:18])[N:10]=1)=O)(C)(C)C.[ClH:45].O1CCOCC1, predict the reaction product. (5) Given the reactants [Cl:1][C:2]1[CH:10]=[CH:9][C:5]([C:6]([NH2:8])=[O:7])=[CH:4][CH:3]=1.[Cl:11][CH2:12][C:13]([CH2:15]Cl)=O, predict the reaction product. The product is: [Cl:11][CH2:12][C:13]1[N:8]=[C:6]([C:5]2[CH:9]=[CH:10][C:2]([Cl:1])=[CH:3][CH:4]=2)[O:7][CH:15]=1.